This data is from Full USPTO retrosynthesis dataset with 1.9M reactions from patents (1976-2016). The task is: Predict the reactants needed to synthesize the given product. (1) Given the product [F:32][C:30]1[CH:29]=[CH:28][C:26]2[N:27]=[C:23]([N:7]3[CH2:8][CH:4]4[CH:5]([CH2:1][N:2]([C:9]([C:11]5[CH:16]=[CH:15][CH:14]=[CH:13][C:12]=5[C:17]5[S:18][CH:19]=[CH:20][CH:21]=5)=[O:10])[CH2:3]4)[CH2:6]3)[S:24][C:25]=2[CH:31]=1, predict the reactants needed to synthesize it. The reactants are: [CH2:1]1[CH:5]2[CH2:6][NH:7][CH2:8][CH:4]2[CH2:3][N:2]1[C:9]([C:11]1[CH:16]=[CH:15][CH:14]=[CH:13][C:12]=1[C:17]1[S:18][CH:19]=[CH:20][CH:21]=1)=[O:10].Cl[C:23]1[S:24][C:25]2[CH:31]=[C:30]([F:32])[CH:29]=[CH:28][C:26]=2[N:27]=1. (2) The reactants are: [CH2:1]([C:3]1[CH:4]=[C:5]([NH:10][CH:11]2[CH2:16][CH2:15][N:14]([C@H:17]3[CH2:22][CH2:21][C@H:20]([O:23][CH2:24][CH3:25])[CH2:19][CH2:18]3)[CH2:13][CH2:12]2)[C:6]([NH2:9])=[CH:7][CH:8]=1)[CH3:2].C(N(C(C)C)CC)(C)C.[Cl:35][C:36](Cl)([O:38]C(=O)OC(Cl)(Cl)Cl)Cl.Cl.CCOCC. Given the product [ClH:35].[CH2:1]([C:3]1[CH:8]=[CH:7][C:6]2[NH:9][C:36](=[O:38])[N:10]([CH:11]3[CH2:16][CH2:15][N:14]([C@H:17]4[CH2:22][CH2:21][C@H:20]([O:23][CH2:24][CH3:25])[CH2:19][CH2:18]4)[CH2:13][CH2:12]3)[C:5]=2[CH:4]=1)[CH3:2], predict the reactants needed to synthesize it. (3) Given the product [CH3:18][C:5]1[CH:4]=[C:3]([CH:1]=[O:2])[CH:8]=[C:7]([CH3:9])[C:6]=1[C:24]1[CH:25]=[CH:26][C:21]([C:20]([F:31])([F:30])[F:19])=[CH:22][CH:23]=1, predict the reactants needed to synthesize it. The reactants are: [CH:1]([C:3]1[CH:8]=[C:7]([CH3:9])[C:6](OS(C(F)(F)F)(=O)=O)=[C:5]([CH3:18])[CH:4]=1)=[O:2].[F:19][C:20]([F:31])([F:30])[C:21]1[CH:26]=[CH:25][C:24](B(O)O)=[CH:23][CH:22]=1.[Li+].[Cl-].C([O-])([O-])=O.[K+].[K+]. (4) Given the product [F:1][C:2]1[CH:10]=[CH:9][CH:8]=[C:7]([NH:11][C:12]2[N:17]=[C:16]([NH:18][C:19]3[CH:24]=[CH:23][C:22]([N:25]4[CH2:26][CH2:27][N:28]([CH:31]([CH3:33])[CH3:32])[CH2:29][CH2:30]4)=[CH:21][C:20]=3[O:34][CH3:35])[NH:15][C:14]3=[N:36][CH:37]=[CH:38][C:13]=23)[C:3]=1[C:4]([NH2:6])=[O:5], predict the reactants needed to synthesize it. The reactants are: [F:1][C:2]1[CH:10]=[CH:9][CH:8]=[C:7]([NH:11][C:12]2[C:13]3[CH:38]=[CH:37][N:36](S(C4C=CC(C)=CC=4)(=O)=O)[C:14]=3[N:15]=[C:16]([NH:18][C:19]3[CH:24]=[CH:23][C:22]([N:25]4[CH2:30][CH2:29][N:28]([CH:31]([CH3:33])[CH3:32])[CH2:27][CH2:26]4)=[CH:21][C:20]=3[O:34][CH3:35])[N:17]=2)[C:3]=1[C:4]([NH2:6])=[O:5].C([O-])([O-])=O.[K+].[K+]. (5) Given the product [F:35][C:2]([F:1])([F:34])[O:3][C:4]1[CH:5]=[CH:6][C:7]([CH2:8][NH:9][C:10]([C@H:12]2[CH2:17][N:16]([C:37]3[S:47][C:40]4=[N:41][C:42](=[O:46])[CH:43]=[C:44]([CH3:45])[N:39]4[N:38]=3)[CH2:15][CH2:14][N:13]2[S:18]([C:21]2[CH:26]=[CH:25][C:24]([O:27][C:28]([F:29])([F:30])[F:31])=[CH:23][CH:22]=2)(=[O:19])=[O:20])=[O:11])=[CH:32][CH:33]=1, predict the reactants needed to synthesize it. The reactants are: [F:1][C:2]([F:35])([F:34])[O:3][C:4]1[CH:33]=[CH:32][C:7]([CH2:8][NH:9][C:10]([C@H:12]2[CH2:17][NH:16][CH2:15][CH2:14][N:13]2[S:18]([C:21]2[CH:26]=[CH:25][C:24]([O:27][C:28]([F:31])([F:30])[F:29])=[CH:23][CH:22]=2)(=[O:20])=[O:19])=[O:11])=[CH:6][CH:5]=1.Br[C:37]1[S:47][C:40]2=[N:41][C:42](=[O:46])[CH:43]=[C:44]([CH3:45])[N:39]2[N:38]=1.C(N(CC)C(C)C)(C)C. (6) Given the product [CH2:1]([O:3][C:4]([N:6]1[C:15]2[C:10](=[N:11][C:12]([O:16][CH3:17])=[CH:13][CH:14]=2)[C@@H:9]([NH:18][C:25]2[N:26]=[CH:27][C:22]([Br:21])=[CH:23][N:24]=2)[CH2:8][C@H:7]1[CH2:19][CH3:20])=[O:5])[CH3:2], predict the reactants needed to synthesize it. The reactants are: [CH2:1]([O:3][C:4]([N:6]1[C:15]2[C:10](=[N:11][C:12]([O:16][CH3:17])=[CH:13][CH:14]=2)[C@@H:9]([NH2:18])[CH2:8][C@H:7]1[CH2:19][CH3:20])=[O:5])[CH3:2].[Br:21][C:22]1[CH:23]=[N:24][C:25](Cl)=[N:26][CH:27]=1.C(=O)([O-])O.[Na+].C(OCC)(=O)C. (7) Given the product [I-:16].[C:11]([C:8]1[CH:9]=[C:10]2[C:5]([CH:4]=[CH:3][CH:2]=[N+:1]2[CH2:15][CH:14]=[CH2:13])=[CH:6][CH:7]=1)#[N:12], predict the reactants needed to synthesize it. The reactants are: [N:1]1[C:10]2[C:5](=[CH:6][CH:7]=[C:8]([C:11]#[N:12])[CH:9]=2)[CH:4]=[CH:3][CH:2]=1.[CH2:13]([I:16])[CH:14]=[CH2:15]. (8) Given the product [CH3:1][C@@H:2]([C@@H:9]1[C@@:13]2([CH3:28])[CH2:14][CH2:15][C@H:16]3[C@:25]4([CH3:26])[CH2:24][CH2:23][C@H:22]([OH:27])[CH2:21][C:20]4=[CH:19][CH:18]=[C:17]3[C@@H:12]2[CH2:11][CH2:10]1)/[CH:3]=[CH:4]/[C@@H:5]([CH:6]([CH3:7])[CH3:8])[CH3:29].[CH3:29][C:30]1[CH2:35][CH2:34][C@H:33]([OH:36])[CH2:32][C:31]=1/[CH:37]=[CH:38]/[C:39]1[C@@H:44]2[CH2:45][CH2:46][C@H:47]([C@@H:48](/[CH:50]=[CH:51]/[C@@H:52]([CH:53]([CH3:55])[CH3:54])[CH3:1])[CH3:49])[C@@:43]2([CH3:56])[CH2:42][CH2:41][CH:40]=1.[CH3:1][C@@H:2]([C@@H:9]1[C@@:13]2([CH3:28])[CH2:14][CH2:15][CH2:16]/[C:17](=[CH:18]\[CH:19]=[C:20]3\[CH2:21][C@@H:22]([OH:27])[CH2:23][CH2:24][C:25]\3=[CH2:26])/[C@@H:12]2[CH2:11][CH2:10]1)[CH2:3][CH2:4][CH2:5][CH:6]([CH3:7])[CH3:8], predict the reactants needed to synthesize it. The reactants are: [CH3:1][C@@H:2]([C@@H:9]1[C@@:13]2([CH3:28])[CH2:14][CH2:15][CH2:16]/[C:17](=[CH:18]\[CH:19]=[C:20]3\[CH2:21][C@@H:22]([OH:27])[CH2:23][CH2:24][C:25]\3=[CH2:26])/[C@@H:12]2[CH2:11][CH2:10]1)[CH2:3][CH2:4][CH2:5][CH:6]([CH3:8])[CH3:7].[CH3:29][C:30]1[CH2:35][CH2:34][C@H:33]([OH:36])[CH2:32][C:31]=1/[CH:37]=[CH:38]\[C:39]1[C@@H:44]2[CH2:45][CH2:46][C@H:47]([C@@H:48]([CH2:50][CH2:51][CH2:52][CH:53]([CH3:55])[CH3:54])[CH3:49])[C@@:43]2([CH3:56])[CH2:42][CH2:41][CH:40]=1. (9) Given the product [CH2:1]([N:5]([C:27](=[O:34])[CH2:28][C:29]([O:31][CH2:32][CH3:33])=[O:30])[C:6]1[CH:11]=[CH:10][C:9]([N:12]2[CH2:17][CH2:16][C:15](=[O:18])[CH2:14][CH2:13]2)=[CH:8][CH:7]=1)[CH2:2][CH2:3][CH3:4], predict the reactants needed to synthesize it. The reactants are: [CH2:1]([NH:5][C:6]1[CH:11]=[CH:10][C:9]([N:12]2[CH2:17][CH2:16][C:15](=[O:18])[CH2:14][CH2:13]2)=[CH:8][CH:7]=1)[CH2:2][CH2:3][CH3:4].C(N(CC)CC)C.Cl[C:27](=[O:34])[CH2:28][C:29]([O:31][CH2:32][CH3:33])=[O:30]. (10) Given the product [CH3:24][O:25][C:26]1[N:31]=[CH:30][C:29]([C:2]2[C:10]3[C:5](=[N:6][CH:7]=[CH:8][CH:9]=3)[N:4]([S:11]([C:14]3[CH:15]=[CH:16][CH:17]=[C:18]4[C:23]=3[N:22]=[CH:21][CH:20]=[CH:19]4)(=[O:13])=[O:12])[CH:3]=2)=[CH:28][N:27]=1, predict the reactants needed to synthesize it. The reactants are: Br[C:2]1[C:10]2[C:5](=[N:6][CH:7]=[CH:8][CH:9]=2)[N:4]([S:11]([C:14]2[CH:15]=[CH:16][CH:17]=[C:18]3[C:23]=2[N:22]=[CH:21][CH:20]=[CH:19]3)(=[O:13])=[O:12])[CH:3]=1.[CH3:24][O:25][C:26]1[N:31]=[C:30](B(O)O)[CH:29]=[CH:28][N:27]=1.C(OCC)(=O)C.O.